Dataset: Full USPTO retrosynthesis dataset with 1.9M reactions from patents (1976-2016). Task: Predict the reactants needed to synthesize the given product. Given the product [N+:1]([C:4]1[CH:5]=[CH:6][CH:7]=[C:8]2[C:12]=1[N:11]([CH2:20][C:21]([O:23][CH3:24])=[O:22])[CH:10]=[CH:9]2)([O-:3])=[O:2], predict the reactants needed to synthesize it. The reactants are: [N+:1]([C:4]1[CH:5]=[CH:6][CH:7]=[C:8]2[C:12]=1[NH:11][CH:10]=[CH:9]2)([O-:3])=[O:2].C([O-])([O-])=O.[K+].[K+].Br[CH2:20][C:21]([O:23][CH3:24])=[O:22].